This data is from Full USPTO retrosynthesis dataset with 1.9M reactions from patents (1976-2016). The task is: Predict the reactants needed to synthesize the given product. (1) The reactants are: Br[C:2]1[CH:3]=[C:4]([CH:14]([CH2:20][CH:21]([CH3:23])[CH3:22])[C:15]([O:17][CH2:18][CH3:19])=[O:16])[CH:5]=[C:6]([Cl:13])[C:7]=1[O:8][CH2:9][CH:10]1[CH2:12][CH2:11]1.C([O-])([O-])=O.[Cs+].[Cs+].CC1(C)C(C)(C)OB([C:38]2[CH:46]=[CH:45][C:41]3=[N:42][O:43][N:44]=[C:40]3[CH:39]=2)O1. Given the product [N:42]1[O:43][N:44]=[C:40]2[CH:39]=[C:38]([C:2]3[CH:3]=[C:4]([CH:14]([CH2:20][CH:21]([CH3:23])[CH3:22])[C:15]([O:17][CH2:18][CH3:19])=[O:16])[CH:5]=[C:6]([Cl:13])[C:7]=3[O:8][CH2:9][CH:10]3[CH2:12][CH2:11]3)[CH:46]=[CH:45][C:41]=12, predict the reactants needed to synthesize it. (2) Given the product [OH:30][NH:29][C:22](=[O:24])[C:21]1[CH:26]=[CH:27][C:18]([O:17][CH2:16][CH2:15][NH:14][C:12]([C:4]2[O:5][C:6]3[CH:11]=[CH:10][CH:9]=[CH:8][C:7]=3[C:3]=2[N:2]([CH3:1])[CH3:28])=[O:13])=[CH:19][CH:20]=1, predict the reactants needed to synthesize it. The reactants are: [CH3:1][N:2]([CH3:28])[C:3]1[C:7]2[CH:8]=[CH:9][CH:10]=[CH:11][C:6]=2[O:5][C:4]=1[C:12]([NH:14][CH2:15][CH2:16][O:17][C:18]1[CH:27]=[CH:26][C:21]([C:22]([O:24]C)=O)=[CH:20][CH:19]=1)=[O:13].[NH2:29][OH:30].[OH-].[Na+].Cl. (3) Given the product [Cl:36][C:33]1[CH:34]=[CH:35][C:30]([O:29][C:26]2[CH:27]=[CH:28][C:23]([N:10]3[CH:11]([C:13]4[CH:18]=[CH:17][CH:16]=[C:15]([C:19]([F:22])([F:21])[F:20])[CH:14]=4)[CH2:12][N:8]([CH2:7][CH2:6][O:5][CH3:38])[C:9]3=[O:37])=[CH:24][CH:25]=2)=[CH:31][CH:32]=1, predict the reactants needed to synthesize it. The reactants are: CS([O:5][CH2:6][CH2:7][N:8]1[CH2:12][CH:11]([C:13]2[CH:18]=[CH:17][CH:16]=[C:15]([C:19]([F:22])([F:21])[F:20])[CH:14]=2)[N:10]([C:23]2[CH:28]=[CH:27][C:26]([O:29][C:30]3[CH:35]=[CH:34][C:33]([Cl:36])=[CH:32][CH:31]=3)=[CH:25][CH:24]=2)[C:9]1=[O:37])(=O)=O.[CH3:38]O. (4) The reactants are: O=[CH:2][CH2:3][C:4]1([C:16]([O:18]C)=O)[CH2:8][CH2:7][CH2:6][N:5]1[C:9](OC(C)(C)C)=O.[Cl:20][C:21]1[CH:27]=[CH:26][CH:25]=[CH:24][C:22]=1[NH2:23].C(O[BH-](O[C:38](=O)[CH3:39])OC(=O)C)(=O)C.[Na+].[CH2:42](Cl)Cl. Given the product [Cl:20][C:21]1[CH:27]=[CH:26][CH:25]=[CH:24][C:22]=1[N:23]1[CH2:2][CH2:3][C:4]2([N:5]([CH2:9][CH:38]([CH3:39])[CH3:42])[CH2:6][CH2:7][CH2:8]2)[C:16]1=[O:18], predict the reactants needed to synthesize it. (5) The reactants are: [Cl:1][C:2]1[CH:7]=[CH:6][CH:5]=[CH:4][C:3]=1[C:8]1[C:17]([CH:18]([N:20]2[C:28](=[O:29])C3C(=CC=CC=3)C2=O)[CH3:19])=[CH:16][C:15]2[C:10](=[CH:11][C:12]([F:31])=[CH:13][CH:14]=2)[N:9]=1.C([OH:34])C.O.NN.[CH2:38]([Cl:40])[Cl:39]. Given the product [CH2:38]([Cl:40])[Cl:39].[CH3:28][OH:29].[NH4+:9].[OH-:34].[Cl:1][C:2]1[CH:7]=[CH:6][CH:5]=[CH:4][C:3]=1[C:8]1[C:17]([CH:18]([NH2:20])[CH3:19])=[CH:16][C:15]2[C:10](=[CH:11][C:12]([F:31])=[CH:13][CH:14]=2)[N:9]=1, predict the reactants needed to synthesize it. (6) Given the product [NH2:14][C:6]1[C:5]([C:3]([OH:4])=[O:2])=[C:13]2[C:9]([CH:10]=[CH:11][NH:12]2)=[CH:8][CH:7]=1, predict the reactants needed to synthesize it. The reactants are: C[O:2][C:3]([C:5]1[C:6]([NH2:14])=[CH:7][CH:8]=[C:9]2[C:13]=1[NH:12][CH:11]=[CH:10]2)=[O:4].[OH-].[Na+].